Dataset: Full USPTO retrosynthesis dataset with 1.9M reactions from patents (1976-2016). Task: Predict the reactants needed to synthesize the given product. Given the product [CH:22]1([N:12]2[CH:13]=[C:9]([B:4]3[O:5][C:6]([CH3:7])([CH3:8])[C:2]([CH3:14])([CH3:1])[O:3]3)[CH:10]=[N:11]2)[CH2:26][CH2:25][CH2:24][CH2:23]1, predict the reactants needed to synthesize it. The reactants are: [CH3:1][C:2]1([CH3:14])[C:6]([CH3:8])([CH3:7])[O:5][B:4]([C:9]2[CH:10]=[N:11][NH:12][CH:13]=2)[O:3]1.C(=O)([O-])[O-].[Cs+].[Cs+].Br[CH:22]1[CH2:26][CH2:25][CH2:24][CH2:23]1.